This data is from Forward reaction prediction with 1.9M reactions from USPTO patents (1976-2016). The task is: Predict the product of the given reaction. (1) Given the reactants NC1C=CC=CC=1.Cl[C:9](OCC1C=CC=CC=1)=[O:10].C([O-])(O)=O.[Na+].[C:24]1([NH:30][C:31](=[O:40])[O:32][CH2:33][C:34]2C=CC=CC=2)[CH:29]=[CH:28][CH:27]=[CH:26][CH:25]=1.C([O-])([O-])=O.[Cs+].[Cs+].C(OC[C@H]1OC1)(=O)CCC, predict the reaction product. The product is: [OH:10][CH2:9][CH:33]1[O:32][C:31](=[O:40])[N:30]([C:24]2[CH:25]=[CH:26][CH:27]=[CH:28][CH:29]=2)[CH2:34]1. (2) Given the reactants [F:1][C:2]1[CH:3]=[CH:4][CH:5]=[C:6]2[C:10]=1[N:9]([C@@H:11]([C:16]1[CH:21]=[CH:20][CH:19]=[CH:18][CH:17]=1)[C@H:12]([OH:15])[CH2:13]O)[CH2:8][CH2:7]2.C1(P(C2C=CC=CC=2)C2C=CC=CC=2)C=CC=CC=1.[Cl:41]N1C(=O)CCC1=O, predict the reaction product. The product is: [Cl:41][CH2:13][C@@H:12]([OH:15])[C@@H:11]([N:9]1[C:10]2[C:6](=[CH:5][CH:4]=[CH:3][C:2]=2[F:1])[CH2:7][CH2:8]1)[C:16]1[CH:21]=[CH:20][CH:19]=[CH:18][CH:17]=1. (3) Given the reactants CC1C=C(C)N=[C:4]([N:9]2[CH2:16][CH:15]3[CH:11]([CH2:12][N:13]([C:17]([C:19]4[CH:24]=[CH:23][C:22]([O:25][CH3:26])=[CH:21][C:20]=4[N:27]4[N:31]=[CH:30][CH:29]=[N:28]4)=[O:18])[CH2:14]3)[CH2:10]2)N=1.B(Br)(Br)Br, predict the reaction product. The product is: [CH2:4]([N:9]1[CH2:10][CH:11]2[CH2:12][N:13]([C:17]([C:19]3[CH:24]=[CH:23][C:22]([O:25][CH3:26])=[CH:21][C:20]=3[N:27]3[N:28]=[CH:29][CH:30]=[N:31]3)=[O:18])[CH2:14][CH:15]2[CH2:16]1)[C:19]1[CH:24]=[CH:23][CH:22]=[CH:21][CH:20]=1. (4) Given the reactants [NH2:1][C:2]1[NH:6][N:5]=[C:4]([NH:7][C:8]2[CH:13]=[CH:12][CH:11]=[C:10]([Cl:14])[CH:9]=2)[C:3]=1[C:15]([NH2:17])=[O:16].[CH2:18]([O:25][C:26]([N:28]1[CH2:32][CH2:31][CH2:30][CH:29]1[CH:33]=O)=[O:27])[C:19]1[CH:24]=[CH:23][CH:22]=[CH:21][CH:20]=1, predict the reaction product. The product is: [C:15]([C:3]1[C:4]([NH:7][C:8]2[CH:13]=[CH:12][CH:11]=[C:10]([Cl:14])[CH:9]=2)=[N:5][NH:6][C:2]=1[N:1]=[CH:33][CH:29]1[CH2:30][CH2:31][CH2:32][N:28]1[C:26]([O:25][CH2:18][C:19]1[CH:24]=[CH:23][CH:22]=[CH:21][CH:20]=1)=[O:27])(=[O:16])[NH2:17].